This data is from Tyrosyl-DNA phosphodiesterase HTS with 341,365 compounds. The task is: Binary Classification. Given a drug SMILES string, predict its activity (active/inactive) in a high-throughput screening assay against a specified biological target. (1) The drug is O(CCO)CCO. The result is 0 (inactive). (2) The drug is O=C1N(CC(=O)Nc2c(cccc2)C)C(=O)N\C1=C/c1n(c2cc(ccc2)C(O)=O)ccc1. The result is 1 (active). (3) The drug is O=C(Nc1c(OC)ccc(OC)c1)C=1C(NC(=O)NC1C)c1cc(OC)ccc1. The result is 0 (inactive). (4) The molecule is N(Cc1ccc(N)cc1)c1[nH]ncn1. The result is 0 (inactive). (5) The drug is O=C(N1CCN(CC1)Cc1n(c2c(n1)cc(NC(=O)c1ccc(OC)cc1)cc2)C)C. The result is 0 (inactive). (6) The molecule is Brc1c(n(nc1C)CCc1n(c(=S)[nH]n1)C)C. The result is 0 (inactive). (7) The drug is O=C/1N(CCCC)C(=O)NC(=O)C1=C/C=C\Nc1ccccc1. The result is 0 (inactive). (8) The molecule is Fc1ccc(NC(=O)/C=C\c2occc2)cc1. The result is 1 (active).